This data is from Reaction yield outcomes from USPTO patents with 853,638 reactions. The task is: Predict the reaction yield, written as a fraction of the theoretical maximum amount of product (1.0 means a 100% yield; for example, 0.34 means a 34% yield). (1) The reactants are [I:1]/[CH:2]=[CH:3]/[CH2:4][CH2:5][CH2:6][CH2:7][CH2:8][CH2:9][CH2:10][C:11]([O:13][CH3:14])=[O:12].C(I)(I)I.O. The catalyst is C1COCC1.O1CCOCC1.CCOCC. The product is [CH3:14][O:13][C:11](=[O:12])[CH2:10][CH2:9][CH2:8][CH2:7][CH2:6][CH2:5][CH2:4][CH:3]=[CH:2][I:1]. The yield is 0.630. (2) The reactants are Cl.[CH3:2][C:3]1[O:4][C:5]2[C:14]3[CH:13]([CH2:15][CH2:16][NH2:17])[CH2:12][CH2:11][C:10]=3[CH:9]=[CH:8][C:6]=2[N:7]=1.C(N(CC)CC)C.[CH2:25]([N:27]=[C:28]=[O:29])[CH3:26]. The catalyst is O1CCCC1. The product is [CH2:25]([NH:27][C:28]([NH:17][CH2:16][CH2:15][CH:13]1[C:14]2[C:5]3[O:4][C:3]([CH3:2])=[N:7][C:6]=3[CH:8]=[CH:9][C:10]=2[CH2:11][CH2:12]1)=[O:29])[CH3:26]. The yield is 0.110. (3) The reactants are Cl.[NH2:2][C:3]([C:5]1([N:16]([CH2:18][C:19]2[CH:20]=[C:21]3[C:26](=[CH:27][C:28]=2[O:29][CH3:30])[N:25]=[CH:24][N:23]=[C:22]3[NH:31][C:32]2[CH:37]=[CH:36][CH:35]=[C:34]([Cl:38])[C:33]=2[F:39])[CH3:17])[CH2:8][N:7](C(OC(C)(C)C)=O)[CH2:6]1)=[O:4]. The catalyst is O1CCOCC1. The product is [Cl:38][C:34]1[C:33]([F:39])=[C:32]([NH:31][C:22]2[C:21]3[C:26](=[CH:27][C:28]([O:29][CH3:30])=[C:19]([CH2:18][N:16]([CH3:17])[C:5]4([C:3]([NH2:2])=[O:4])[CH2:8][NH:7][CH2:6]4)[CH:20]=3)[N:25]=[CH:24][N:23]=2)[CH:37]=[CH:36][CH:35]=1. The yield is 1.00. (4) The reactants are C[O:2][C:3]1[CH:4]=[C:5]([C:20]([OH:22])=[O:21])[C:6]2[O:10][C:9]([C:11]3[CH:16]=[CH:15][C:14]([O:17]C)=[CH:13][CH:12]=3)=[CH:8][C:7]=2[CH:19]=1.Cl.N1C=CC=CC=1.Cl. No catalyst specified. The product is [OH:2][C:3]1[CH:4]=[C:5]([C:20]([OH:22])=[O:21])[C:6]2[O:10][C:9]([C:11]3[CH:16]=[CH:15][C:14]([OH:17])=[CH:13][CH:12]=3)=[CH:8][C:7]=2[CH:19]=1. The yield is 0.770. (5) The reactants are [CH2:1]([O:3][C:4](=[O:12])[CH:5]([C:10]#[N:11])[NH:6][C:7](=O)[CH3:8])[CH3:2].COC1C=CC(P2(=S)SP(=S)(C3C=CC(OC)=CC=3)[S:22]2)=CC=1. The catalyst is C1(C)C=CC=CC=1. The product is [CH2:1]([O:3][C:4]([C:5]1[N:6]=[C:7]([CH3:8])[S:22][C:10]=1[NH2:11])=[O:12])[CH3:2]. The yield is 0.505. (6) The reactants are [CH3:1][C:2]1[O:6][N:5]=[C:4]([C:7]2[CH:12]=[CH:11][CH:10]=[CH:9][CH:8]=2)[C:3]=1[CH2:13][O:14][C:15]1[CH:23]=[CH:22][C:18]([C:19]([OH:21])=O)=[CH:17][N:16]=1.[CH2:24]([CH2:26][NH2:27])[OH:25]. No catalyst specified. The product is [OH:25][CH2:24][CH2:26][NH:27][C:19](=[O:21])[C:18]1[CH:22]=[CH:23][C:15]([O:14][CH2:13][C:3]2[C:4]([C:7]3[CH:8]=[CH:9][CH:10]=[CH:11][CH:12]=3)=[N:5][O:6][C:2]=2[CH3:1])=[N:16][CH:17]=1. The yield is 0.810. (7) The reactants are C1C=CC2N(O)N=NC=2C=1.CCN(C(C)C)C(C)C.[F:20][C:21]1[CH:22]=[C:23]([CH:27]=[C:28]([F:31])[C:29]=1[F:30])[C:24]([OH:26])=O.CCN=C=NCCCN(C)C.Cl.Cl.[C:45]1([C:63]2[CH:68]=[CH:67][CH:66]=[CH:65][CH:64]=2)[CH:50]=[CH:49][C:48]([NH:51][C:52](=[O:62])[CH2:53][C:54](=[O:61])[N:55]2[CH2:60][CH2:59][NH:58][CH2:57][CH2:56]2)=[CH:47][CH:46]=1. The catalyst is CN(C=O)C.O. The product is [C:45]1([C:63]2[CH:68]=[CH:67][CH:66]=[CH:65][CH:64]=2)[CH:46]=[CH:47][C:48]([NH:51][C:52](=[O:62])[CH2:53][C:54](=[O:61])[N:55]2[CH2:56][CH2:57][N:58]([C:24](=[O:26])[C:23]3[CH:27]=[C:28]([F:31])[C:29]([F:30])=[C:21]([F:20])[CH:22]=3)[CH2:59][CH2:60]2)=[CH:49][CH:50]=1. The yield is 0.420. (8) The yield is 0.720. No catalyst specified. The product is [CH3:12][C:4]1[C:5]([C:9]([N:18]2[CH2:17][C@H:16]([CH3:20])[NH:15][C@H:14]([CH3:13])[CH2:19]2)=[O:11])=[C:6]([CH3:8])[NH:7][C:3]=1[CH:1]=[O:2]. The reactants are [CH:1]([C:3]1[NH:7][C:6]([CH3:8])=[C:5]([C:9]([OH:11])=O)[C:4]=1[CH3:12])=[O:2].[CH3:13][C@H:14]1[CH2:19][NH:18][CH2:17][C@@H:16]([CH3:20])[NH:15]1.